Dataset: Forward reaction prediction with 1.9M reactions from USPTO patents (1976-2016). Task: Predict the product of the given reaction. (1) The product is: [C:1]([CH:4]([CH:8]([CH3:10])[CH3:9])[C:5]([NH:11][C@H:12]([C:14]([C:16]1([NH2:35])[N:22]=[C:21]([C:23]2[CH:28]=[CH:27][CH:26]=[CH:25][CH:24]=2)[C:20]2[CH:29]=[CH:30][CH:31]=[CH:32][C:19]=2[N:18]([CH3:33])[C:17]1=[O:34])=[O:15])[CH3:13])=[O:7])(=[S:3])[CH3:2]. Given the reactants [C:1]([CH:4]([CH:8]([CH3:10])[CH3:9])[C:5]([OH:7])=O)(=[S:3])[CH3:2].[NH2:11][C@H:12]([C:14]([C:16]1([NH2:35])[N:22]=[C:21]([C:23]2[CH:28]=[CH:27][CH:26]=[CH:25][CH:24]=2)[C:20]2[CH:29]=[CH:30][CH:31]=[CH:32][C:19]=2[N:18]([CH3:33])[C:17]1=[O:34])=[O:15])[CH3:13], predict the reaction product. (2) Given the reactants [NH:1]1[C:5]2[CH:6]=[CH:7][CH:8]=[CH:9][C:4]=2[N:3]=[C:2]1[C:10]([OH:12])=O.FC(F)(F)C(O)=O.[N:20]1[CH:25]=[CH:24][C:23]([N:26]2[CH2:31][CH2:30][CH:29]([NH2:32])[CH2:28][CH2:27]2)=[N:22][CH:21]=1.C1N(P(Cl)(N2C(=O)OCC2)=O)C(=O)OC1.C([O-])(O)=O.[Na+], predict the reaction product. The product is: [N:20]1[CH:25]=[CH:24][C:23]([N:26]2[CH2:27][CH2:28][CH:29]([NH:32][C:10]([C:2]3[NH:1][C:5]4[CH:6]=[CH:7][CH:8]=[CH:9][C:4]=4[N:3]=3)=[O:12])[CH2:30][CH2:31]2)=[N:22][CH:21]=1. (3) Given the reactants [Br:1][C:2]1[CH:3]=[C:4]2[C:9](=[CH:10][CH:11]=1)[C:8](=[O:12])[NH:7][C:6](=[O:13])/[C:5]/2=[CH:14]/OC.Cl.C([O:25][C:26]1[C:31]2[O:32][C:33]([CH3:36])([CH3:35])[O:34][C:30]=2[CH:29]=[C:28]([CH2:37][NH2:38])[CH:27]=1)C1C=CC=CC=1.C(N(CC)CC)C.[O-][Si]([O-])=O.[Mg+2], predict the reaction product. The product is: [Br:1][C:2]1[CH:3]=[C:4]2[C:9](=[CH:10][CH:11]=1)[C:8](=[O:12])[NH:7][C:6](=[O:13])/[C:5]/2=[CH:14]\[NH:38][CH2:37][C:28]1[CH:27]=[C:26]([OH:25])[C:31]2[O:32][C:33]([CH3:35])([CH3:36])[O:34][C:30]=2[CH:29]=1. (4) Given the reactants Cl[CH2:2][CH2:3][O:4][C:5]1[C:13]2[C:8](=[N:9][CH:10]=[N:11][C:12]=2[NH:14][C:15]2[CH:20]=[CH:19][C:18]([O:21][C:22]3[CH:23]=[N:24][C:25]([CH3:28])=[CH:26][CH:27]=3)=[C:17]([Cl:29])[CH:16]=2)[NH:7][N:6]=1.[CH:30]1([N:33]2[CH2:38][CH2:37][NH:36][CH2:35][CH2:34]2)[CH2:32][CH2:31]1, predict the reaction product. The product is: [Cl:29][C:17]1[CH:16]=[C:15]([NH:14][C:12]2[N:11]=[CH:10][N:9]=[C:8]3[NH:7][N:6]=[C:5]([O:4][CH2:3][CH2:2][N:36]4[CH2:37][CH2:38][N:33]([CH:30]5[CH2:32][CH2:31]5)[CH2:34][CH2:35]4)[C:13]=23)[CH:20]=[CH:19][C:18]=1[O:21][C:22]1[CH:23]=[N:24][C:25]([CH3:28])=[CH:26][CH:27]=1. (5) Given the reactants Br[C:2]1[S:3][C:4]2[CH:10]=[C:9]([CH2:11][N:12]3[C:16]4[CH:17]=[C:18]([O:23][CH3:24])[C:19]([O:21][CH3:22])=[CH:20][C:15]=4[N:14]=[CH:13]3)[CH:8]=[CH:7][C:5]=2[N:6]=1.[NH2:25][C:26]1[CH:31]=[CH:30][CH:29]=[CH:28][C:27]=1[OH:32].CCN(C(C)C)C(C)C, predict the reaction product. The product is: [CH3:22][O:21][C:19]1[C:18]([O:23][CH3:24])=[CH:17][C:16]2[N:12]([CH2:11][C:9]3[CH:8]=[CH:7][C:5]4[N:6]=[C:2]([NH:25][C:26]5[CH:31]=[CH:30][CH:29]=[CH:28][C:27]=5[OH:32])[S:3][C:4]=4[CH:10]=3)[CH:13]=[N:14][C:15]=2[CH:20]=1.